This data is from Peptide-MHC class I binding affinity with 185,985 pairs from IEDB/IMGT. The task is: Regression. Given a peptide amino acid sequence and an MHC pseudo amino acid sequence, predict their binding affinity value. This is MHC class I binding data. (1) The peptide sequence is KLMHLDVTL. The MHC is HLA-A02:01 with pseudo-sequence HLA-A02:01. The binding affinity (normalized) is 1.00. (2) The peptide sequence is LLGLWGFAAL. The MHC is HLA-A02:06 with pseudo-sequence HLA-A02:06. The binding affinity (normalized) is 0.432. (3) The peptide sequence is SPAIFQCSM. The MHC is HLA-A68:01 with pseudo-sequence HLA-A68:01. The binding affinity (normalized) is 0.0412.